From a dataset of Catalyst prediction with 721,799 reactions and 888 catalyst types from USPTO. Predict which catalyst facilitates the given reaction. (1) Reactant: [F:1][C:2]1[CH:3]=[C:4]([CH2:9][C:10]([NH:12][C@H:13]([C:15]([OH:17])=O)[CH3:14])=[O:11])[CH:5]=[C:6]([F:8])[CH:7]=1.[NH2:18][N:19]1[C:25](=[O:26])[CH:24]([CH2:27][CH:28]2[CH2:30][CH2:29]2)[C:23]2[CH:31]=[CH:32][CH:33]=[CH:34][C:22]=2[C:21]2[CH:35]=[CH:36][CH:37]=[CH:38][C:20]1=2. Product: [F:8][C:6]1[CH:5]=[C:4]([CH2:9][C:10]([NH:12][C@H:13]([C:15]([NH:18][N:19]2[C:25](=[O:26])[CH:24]([CH2:27][CH:28]3[CH2:30][CH2:29]3)[C:23]3[CH:31]=[CH:32][CH:33]=[CH:34][C:22]=3[C:21]3[CH:35]=[CH:36][CH:37]=[CH:38][C:20]2=3)=[O:17])[CH3:14])=[O:11])[CH:3]=[C:2]([F:1])[CH:7]=1. The catalyst class is: 254. (2) Reactant: [CH:1]([C:4]1[N:9]=[C:8]([CH2:10][N:11]2[C:19]3[C:14](=[C:15]([N+:20]([O-])=O)[CH:16]=[CH:17][CH:18]=3)[C:13]([CH3:23])=[N:12]2)[CH:7]=[CH:6][CH:5]=1)([CH3:3])[CH3:2].[Cl-].[NH4+]. Product: [CH:1]([C:4]1[N:9]=[C:8]([CH2:10][N:11]2[C:19]3[CH:18]=[CH:17][CH:16]=[C:15]([NH2:20])[C:14]=3[C:13]([CH3:23])=[N:12]2)[CH:7]=[CH:6][CH:5]=1)([CH3:3])[CH3:2]. The catalyst class is: 314. (3) The catalyst class is: 3. Product: [I:18][C:15]1[CH:16]=[CH:17][C:12]([O:4][CH2:1][CH2:2][CH3:3])=[CH:13][C:14]=1[CH3:19]. Reactant: [CH2:1]([OH:4])[CH2:2][CH3:3].CC([O-])(C)C.[K+].F[C:12]1[CH:17]=[CH:16][C:15]([I:18])=[C:14]([CH3:19])[CH:13]=1. (4) Reactant: [CH3:1][O:2][C:3]1[CH:8]=[CH:7][C:6]([C:9]([C:34]2[CH:39]=[CH:38][C:37]([O:40][CH3:41])=[CH:36][CH:35]=2)([C:28]2[CH:33]=[CH:32][CH:31]=[CH:30][CH:29]=2)[O:10][CH2:11][C@@H:12]([CH2:16][N:17]2[CH:22]=[CH:21][C:20]([NH:23][C:24](=[O:26])[CH3:25])=[N:19][C:18]2=[O:27])[C@H:13]([OH:15])[CH3:14])=[CH:5][CH:4]=1.N1[C-]=NN=N1.C([NH2+]C(C)C)(C)C.[CH:54]([N:57]([CH:71]([CH3:73])[CH3:72])[P:58](N(C(C)C)C(C)C)[O:59][CH2:60][CH2:61][C:62]#[N:63])([CH3:56])[CH3:55]. Product: [CH:71]([N:57]([CH:54]([CH3:56])[CH3:55])[P:58]([O:59][CH2:60][CH2:61][C:62]#[N:63])[O:15][C@H:13]([CH3:14])[C@H:12]([CH2:16][N:17]1[CH:22]=[CH:21][C:20]([NH:23][C:24](=[O:26])[CH3:25])=[N:19][C:18]1=[O:27])[CH2:11][O:10][C:9]([C:6]1[CH:5]=[CH:4][C:3]([O:2][CH3:1])=[CH:8][CH:7]=1)([C:34]1[CH:39]=[CH:38][C:37]([O:40][CH3:41])=[CH:36][CH:35]=1)[C:28]1[CH:33]=[CH:32][CH:31]=[CH:30][CH:29]=1)([CH3:73])[CH3:72]. The catalyst class is: 4. (5) Reactant: [Br:1][C:2]1[CH:3]=[CH:4][C:5]([O:10][CH3:11])=[C:6]([CH:9]=1)C=O.ClC1C=C(C=CC=1)C(OO)=[O:17]. Product: [Br:1][C:2]1[CH:3]=[CH:4][C:5]([O:10][CH3:11])=[C:6]([OH:17])[CH:9]=1. The catalyst class is: 2. (6) Product: [ClH:2].[CH2:7]([O:14][C:15]1[CH:33]=[CH:32][C:18]([C:19]2[C:29]3[C:24](=[CH:25][C:26]([O:30][CH3:31])=[CH:27][CH:28]=3)[CH2:23][CH2:22][N:21]=2)=[CH:17][CH:16]=1)[C:8]1[CH:13]=[CH:12][CH:11]=[CH:10][CH:9]=1. Reactant: P(Cl)(Cl)(Cl)(Cl)[Cl:2].[CH2:7]([O:14][C:15]1[CH:33]=[CH:32][C:18]([C:19]([NH:21][CH2:22][CH2:23][C:24]2[CH:29]=[CH:28][CH:27]=[C:26]([O:30][CH3:31])[CH:25]=2)=O)=[CH:17][CH:16]=1)[C:8]1[CH:13]=[CH:12][CH:11]=[CH:10][CH:9]=1.CCCCCC. The catalyst class is: 26. (7) Reactant: Br[C:2]1[C:7]([F:8])=[CH:6][C:5]([N:9]([C:14]2[C:33]([CH:34]3[CH2:36][CH2:35]3)=[CH:32][C:17]3[C:18]([C:28]([NH:30][CH3:31])=[O:29])=[C:19]([C:21]4[CH:26]=[CH:25][C:24]([F:27])=[CH:23][CH:22]=4)[O:20][C:16]=3[CH:15]=2)[S:10]([CH3:13])(=[O:12])=[O:11])=[CH:4][C:3]=1[F:37].C([O-])(=O)C.[K+].[B:43]1(B2OC(C)(C)C(C)(C)O2)[O:47]C(C)(C)C(C)(C)[O:44]1. Product: [CH:34]1([C:33]2[C:14]([N:9]([C:5]3[CH:4]=[C:3]([F:37])[C:2]([B:43]([OH:47])[OH:44])=[C:7]([F:8])[CH:6]=3)[S:10]([CH3:13])(=[O:11])=[O:12])=[CH:15][C:16]3[O:20][C:19]([C:21]4[CH:26]=[CH:25][C:24]([F:27])=[CH:23][CH:22]=4)=[C:18]([C:28](=[O:29])[NH:30][CH3:31])[C:17]=3[CH:32]=2)[CH2:36][CH2:35]1. The catalyst class is: 368. (8) Reactant: C[O:2][C:3]1[CH:4]=[C:5]([N:9]2[C:13]([CH3:14])=[CH:12][C:11]([CH3:15])=[N:10]2)[CH:6]=[CH:7][CH:8]=1.C([O-])([O-])=O.[K+].[K+]. Product: [CH3:15][C:11]1[CH:12]=[C:13]([CH3:14])[N:9]([C:5]2[CH:4]=[C:3]([OH:2])[CH:8]=[CH:7][CH:6]=2)[N:10]=1. The catalyst class is: 201.